Dataset: Forward reaction prediction with 1.9M reactions from USPTO patents (1976-2016). Task: Predict the product of the given reaction. (1) Given the reactants [C:1]([O:5][C:6]([N:8]1[CH2:13][CH2:12][CH:11]([NH:14][C:15]2[CH:20]=[CH:19][C:18]([O:21][CH2:22][C:23]3[CH:28]=[CH:27][CH:26]=[CH:25][CH:24]=3)=[CH:17][CH:16]=2)[CH2:10][CH2:9]1)=[O:7])([CH3:4])([CH3:3])[CH3:2].[CH:29](=O)[CH2:30][CH:31]([CH3:33])[CH3:32].[BH-](OC(C)=O)(OC(C)=O)OC(C)=O.[Na+], predict the reaction product. The product is: [C:1]([O:5][C:6]([N:8]1[CH2:13][CH2:12][CH:11]([N:14]([C:15]2[CH:16]=[CH:17][C:18]([O:21][CH2:22][C:23]3[CH:28]=[CH:27][CH:26]=[CH:25][CH:24]=3)=[CH:19][CH:20]=2)[CH2:29][CH2:30][CH:31]([CH3:33])[CH3:32])[CH2:10][CH2:9]1)=[O:7])([CH3:4])([CH3:2])[CH3:3]. (2) The product is: [Br:1][C:2]1[C:10]2[C:5](=[CH:6][CH:7]=[CH:8][CH:9]=2)[N:4]([C:14]([C:13]2[C:17]([C:21]([F:22])([F:23])[F:24])=[CH:18][CH:19]=[CH:20][C:12]=2[Cl:11])=[O:15])[N:3]=1. Given the reactants [Br:1][C:2]1[C:10]2[C:5](=[CH:6][CH:7]=[CH:8][CH:9]=2)[NH:4][N:3]=1.[Cl:11][C:12]1[CH:20]=[CH:19][CH:18]=[C:17]([C:21]([F:24])([F:23])[F:22])[C:13]=1[C:14](Cl)=[O:15], predict the reaction product. (3) Given the reactants C[O:2][C:3](=[O:39])[C@@H:4]([NH:23][C:24](=[O:38])[C:25]1[C:30]([Cl:31])=[CH:29][C:28]([O:32][CH2:33][CH2:34][CH2:35][NH2:36])=[CH:27][C:26]=1[Cl:37])[CH2:5][C:6]1[CH:11]=[CH:10][C:9]([NH:12][C:13](=[O:22])[C:14]2[C:19]([Cl:20])=[CH:18][CH:17]=[CH:16][C:15]=2[Cl:21])=[CH:8][CH:7]=1.[OH-].[Li+], predict the reaction product. The product is: [NH2:36][CH2:35][CH2:34][CH2:33][O:32][C:28]1[CH:27]=[C:26]([Cl:37])[C:25]([C:24]([NH:23][C@@H:4]([CH2:5][C:6]2[CH:7]=[CH:8][C:9]([NH:12][C:13](=[O:22])[C:14]3[C:19]([Cl:20])=[CH:18][CH:17]=[CH:16][C:15]=3[Cl:21])=[CH:10][CH:11]=2)[C:3]([OH:39])=[O:2])=[O:38])=[C:30]([Cl:31])[CH:29]=1. (4) Given the reactants [ClH:1].[Cl:2][CH2:3][C:4]1[CH:5]=[N:6][N:7]([CH2:9][CH3:10])[CH:8]=1.[C:11]1([P:17]([C:24]2[CH:29]=[CH:28][CH:27]=[CH:26][CH:25]=2)[C:18]2[CH:23]=[CH:22][CH:21]=[CH:20][CH:19]=2)[CH:16]=[CH:15][CH:14]=[CH:13][CH:12]=1, predict the reaction product. The product is: [ClH:2].[Cl-:1].[CH2:9]([N:7]1[CH:8]=[C:4]([CH2:3][P+:17]([C:18]2[CH:19]=[CH:20][CH:21]=[CH:22][CH:23]=2)([C:24]2[CH:29]=[CH:28][CH:27]=[CH:26][CH:25]=2)[C:11]2[CH:12]=[CH:13][CH:14]=[CH:15][CH:16]=2)[CH:5]=[N:6]1)[CH3:10]. (5) Given the reactants [CH2:1]([N:8]1[CH2:12][CH:11]([N:13](C(OC(C)(C)C)=O)[CH2:14][C:15]2[CH:20]=[CH:19][C:18]([F:21])=[CH:17][C:16]=2[F:22])[CH2:10][CH:9]1[C:30](O)=[O:31])[C:2]1[CH:7]=[CH:6][CH:5]=[CH:4][CH:3]=1.[Cl:33][C:34]1[CH:35]=[C:36]([N:41]2[CH2:46][CH2:45][NH:44][CH2:43][CH2:42]2)[CH:37]=[CH:38][C:39]=1[Cl:40], predict the reaction product. The product is: [CH2:1]([N:8]1[CH2:12][C@@H:11]([NH:13][CH2:14][C:15]2[CH:20]=[CH:19][C:18]([F:21])=[CH:17][C:16]=2[F:22])[CH2:10][C@H:9]1[C:30]([N:44]1[CH2:45][CH2:46][N:41]([C:36]2[CH:37]=[CH:38][C:39]([Cl:40])=[C:34]([Cl:33])[CH:35]=2)[CH2:42][CH2:43]1)=[O:31])[C:2]1[CH:7]=[CH:6][CH:5]=[CH:4][CH:3]=1. (6) Given the reactants Br[C:2]1[N:3]=[CH:4][C:5]([C:8]([N:10]2[CH2:15][CH2:14][N:13]([C:16]3[C:21]([CH3:22])=[CH:20][C:19]([CH3:23])=[CH:18][N:17]=3)[CH2:12][CH2:11]2)=[O:9])=[N:6][CH:7]=1.[CH2:24]([C@@H:26]1[CH2:30][O:29][C:28](=[O:31])[NH:27]1)[CH3:25], predict the reaction product. The product is: [CH3:22][C:21]1[C:16]([N:13]2[CH2:14][CH2:15][N:10]([C:8]([C:5]3[N:6]=[CH:7][C:2]([N:27]4[C@H:26]([CH2:24][CH3:25])[CH2:30][O:29][C:28]4=[O:31])=[N:3][CH:4]=3)=[O:9])[CH2:11][CH2:12]2)=[N:17][CH:18]=[C:19]([CH3:23])[CH:20]=1.